From a dataset of Experimental lipophilicity measurements (octanol/water distribution) for 4,200 compounds from AstraZeneca. Regression/Classification. Given a drug SMILES string, predict its absorption, distribution, metabolism, or excretion properties. Task type varies by dataset: regression for continuous measurements (e.g., permeability, clearance, half-life) or binary classification for categorical outcomes (e.g., BBB penetration, CYP inhibition). For this dataset (lipophilicity_astrazeneca), we predict Y. (1) The compound is O=S(=O)(CCCNCCc1ccc(O)c2nc(O)sc12)NCCOCCSc1ccccc1. The Y is 1.84 logD. (2) The drug is O=C1CCOc2nc(/C=C/c3ccccc3)ccc21. The Y is 3.20 logD. (3) The drug is CCCCC(O)c1[nH]c2cc(C)c(C(=O)O)cc2c1CCc1ccccc1. The Y is 2.59 logD. (4) The drug is C[C@H]1CN(Cc2nnc(-c3cc(-c4cccc5[nH]ccc45)cc4[nH]ncc34)o2)C[C@@H](C)O1. The Y is 4.01 logD. (5) The compound is CCNCc1cnc(-c2ccc(C(=O)Nc3ccccc3N)cc2)s1. The Y is 0.950 logD. (6) The drug is Cc1ccc(NC(=O)c2ccnc(N3CCOCC3)c2)cc1Nc1ccnc(OCCCN(C)C)n1. The Y is 1.30 logD. (7) The compound is Cn1cnc(-c2ccccc2)c1-c1cc2c(N)ncnc2s1. The Y is 2.94 logD. (8) The molecule is Cc1cn([C@H]2CCCN(S(=O)(=O)c3ccc(C(=O)O)c(Oc4cccc(Cl)c4)c3)C2)c(=O)[nH]c1=O. The Y is -1.28 logD. (9) The drug is Cn1cnc(-c2ccccc2)c1/C=C/c1ccnc(N)n1. The Y is 2.61 logD. (10) The compound is CC[C@@H](Nc1c(Nc2cccc(C(=O)N(C)C)c2O)c(=O)c1=O)c1ccc(C)o1. The Y is 2.32 logD.